This data is from Peptide-MHC class I binding affinity with 185,985 pairs from IEDB/IMGT. The task is: Regression. Given a peptide amino acid sequence and an MHC pseudo amino acid sequence, predict their binding affinity value. This is MHC class I binding data. The peptide sequence is DEFKPIVQY. The MHC is HLA-B18:01 with pseudo-sequence HLA-B18:01. The binding affinity (normalized) is 0.874.